Dataset: Catalyst prediction with 721,799 reactions and 888 catalyst types from USPTO. Task: Predict which catalyst facilitates the given reaction. (1) Reactant: [N:1]1[CH:6]=[C:5]([C:7]([O:9]CC)=[O:8])[CH:4]=[C:3]([C:12]([O:14][CH2:15]C)=[O:13])[CH:2]=1.[OH-].[K+]. Product: [CH3:15][O:14][C:12]([C:3]1[CH:2]=[N:1][CH:6]=[C:5]([C:7]([OH:9])=[O:8])[CH:4]=1)=[O:13]. The catalyst class is: 8. (2) Reactant: [C:1]([O:5][C:6]([N:8]1[C:16]2[C:11](=[CH:12][CH:13]=[CH:14][CH:15]=2)[C:10]([CH2:17][C:18]#[N:19])=[CH:9]1)=[O:7])([CH3:4])([CH3:3])[CH3:2].[Li+].[CH3:21][Si]([N-][Si](C)(C)C)(C)C.IC. Product: [C:1]([O:5][C:6]([N:8]1[C:16]2[C:11](=[CH:12][CH:13]=[CH:14][CH:15]=2)[C:10]([CH:17]([CH3:21])[C:18]#[N:19])=[CH:9]1)=[O:7])([CH3:4])([CH3:3])[CH3:2]. The catalyst class is: 1.